From a dataset of Forward reaction prediction with 1.9M reactions from USPTO patents (1976-2016). Predict the product of the given reaction. Given the reactants [Cl:1][C:2]1[C:3]([S:21](=[O:24])(=[O:23])[NH2:22])=[N:4][CH:5]=[C:6]([C:10]=1[NH:11][C:12]1([C:15]2[CH:20]=[CH:19][CH:18]=[CH:17][CH:16]=2)[CH2:14][CH2:13]1)[C:7]([OH:9])=O.[NH:25]1[CH2:30][CH2:29][C:28]2([C:34]3[CH:35]=[CH:36][CH:37]=[CH:38][C:33]=3[O:32][CH2:31]2)[CH2:27][CH2:26]1, predict the reaction product. The product is: [Cl:1][C:2]1[C:3]([S:21]([NH2:22])(=[O:24])=[O:23])=[N:4][CH:5]=[C:6]([C:7]([N:25]2[CH2:30][CH2:29][C:28]3([C:34]4[CH:35]=[CH:36][CH:37]=[CH:38][C:33]=4[O:32][CH2:31]3)[CH2:27][CH2:26]2)=[O:9])[C:10]=1[NH:11][C:12]1([C:15]2[CH:16]=[CH:17][CH:18]=[CH:19][CH:20]=2)[CH2:14][CH2:13]1.